From a dataset of Catalyst prediction with 721,799 reactions and 888 catalyst types from USPTO. Predict which catalyst facilitates the given reaction. (1) Reactant: [CH:1]1([N:6]2[CH2:12][C:11]3([CH2:14][CH2:13]3)[C:10](=[O:15])[N:9]([CH3:16])[C:8]3[CH:17]=[N:18][C:19]([NH:21][C:22]4[CH:30]=[CH:29][C:25]([C:26](O)=[O:27])=[CH:24][C:23]=4[O:31][CH3:32])=[N:20][C:7]2=3)[CH2:5][CH2:4][CH2:3][CH2:2]1.CCN(C(C)C)C(C)C.CN(C(ON1N=NC2C=CC=CC1=2)=[N+](C)C)C.[B-](F)(F)(F)F.[CH2:64]([N:71]1[CH2:76][CH2:75][N:74]([CH:77]2[CH2:82][CH2:81][CH:80]([NH2:83])[CH2:79][CH2:78]2)[CH2:73][CH2:72]1)[C:65]1[CH:70]=[CH:69][CH:68]=[CH:67][CH:66]=1. Product: [CH2:64]([N:71]1[CH2:72][CH2:73][N:74]([C@H:77]2[CH2:82][CH2:81][C@H:80]([NH:83][C:26](=[O:27])[C:25]3[CH:29]=[CH:30][C:22]([NH:21][C:19]4[N:18]=[CH:17][C:8]5[N:9]([CH3:16])[C:10](=[O:15])[C:11]6([CH2:14][CH2:13]6)[CH2:12][N:6]([CH:1]6[CH2:2][CH2:3][CH2:4][CH2:5]6)[C:7]=5[N:20]=4)=[C:23]([O:31][CH3:32])[CH:24]=3)[CH2:79][CH2:78]2)[CH2:75][CH2:76]1)[C:65]1[CH:66]=[CH:67][CH:68]=[CH:69][CH:70]=1. The catalyst class is: 3. (2) Reactant: [CH2:1]([N:8]1[C:13](=O)[CH2:12][NH:11][C:10]2[N:15]=[CH:16][C:17](I)=[CH:18][C:9]1=2)[C:2]1[CH:7]=[CH:6][CH:5]=[CH:4][CH:3]=1.[H-].[H-].[H-].[H-].[Li+].[Al+3]. Product: [CH2:1]([N:8]1[CH2:13][CH2:12][NH:11][C:10]2[N:15]=[CH:16][CH:17]=[CH:18][C:9]1=2)[C:2]1[CH:3]=[CH:4][CH:5]=[CH:6][CH:7]=1. The catalyst class is: 7. (3) Reactant: [Cl:1][C:2]1[C:11]([OH:12])=[CH:10][C:9]2[C:4](=[CH:5][CH:6]=[CH:7][CH:8]=2)[N:3]=1.O[C@@H:14]1[CH2:18][N:17]([C:19]([O:21][C:22]([CH3:25])([CH3:24])[CH3:23])=[O:20])[C@H:16]([C:26]([O:28][CH3:29])=[O:27])[CH2:15]1.C1C=CC(P(C2C=CC=CC=2)C2C=CC=CC=2)=CC=1.CCOC(/N=N/C(OCC)=O)=O. Product: [Cl:1][C:2]1[C:11]([O:12][C@H:14]2[CH2:18][N:17]([C:19]([O:21][C:22]([CH3:25])([CH3:24])[CH3:23])=[O:20])[C@H:16]([C:26]([O:28][CH3:29])=[O:27])[CH2:15]2)=[CH:10][C:9]2[C:4](=[CH:5][CH:6]=[CH:7][CH:8]=2)[N:3]=1. The catalyst class is: 1. (4) Reactant: ClCCCl.[Cl:5][C:6]1[CH:11]=[CH:10][C:9]([C:12]([C:15]2[CH:28]=[CH:27][C:18]([NH:19][C:20](=[O:26])[O:21][C:22]([CH3:25])([CH3:24])[CH3:23])=[C:17]([CH3:29])[CH:16]=2)(O)[CH3:13])=[CH:8][CH:7]=1. Product: [Cl:5][C:6]1[CH:7]=[CH:8][C:9]([C:12]([C:15]2[CH:28]=[CH:27][C:18]([NH:19][C:20](=[O:26])[O:21][C:22]([CH3:25])([CH3:23])[CH3:24])=[C:17]([CH3:29])[CH:16]=2)=[CH2:13])=[CH:10][CH:11]=1. The catalyst class is: 6. (5) Reactant: O.[C:2]1([C:8]2[NH:9][CH:10]=[C:11]([C:13]([OH:15])=[O:14])[N:12]=2)[CH:7]=[CH:6][CH:5]=[CH:4][CH:3]=1.Cl.[OH-].[Na+].[CH3:19]O. Product: [C:2]1([C:8]2[NH:9][CH:10]=[C:11]([C:13]([O:15][CH3:19])=[O:14])[N:12]=2)[CH:3]=[CH:4][CH:5]=[CH:6][CH:7]=1. The catalyst class is: 413. (6) Reactant: [F:1][C:2]1[CH:7]=[CH:6][C:5]([N:8]2[CH:12]=[C:11]([O:13][CH3:14])[C:10]([C:15]([O:17]CC)=[O:16])=[N:9]2)=[CH:4][CH:3]=1.[OH-].[K+].Cl. Product: [F:1][C:2]1[CH:3]=[CH:4][C:5]([N:8]2[CH:12]=[C:11]([O:13][CH3:14])[C:10]([C:15]([OH:17])=[O:16])=[N:9]2)=[CH:6][CH:7]=1. The catalyst class is: 585.